Task: Predict the reaction yield, written as a fraction of the theoretical maximum amount of product (1.0 means a 100% yield; for example, 0.34 means a 34% yield).. Dataset: Reaction yield outcomes from USPTO patents with 853,638 reactions (1) The reactants are Br[CH2:2][C:3](=O)[CH2:4][CH2:5][CH2:6][CH2:7][CH2:8][CH3:9].[C:11]([NH:18][C:19]([NH2:21])=[NH:20])([O:13][C:14]([CH3:17])([CH3:16])[CH3:15])=[O:12].O. The catalyst is CN(C=O)C. The product is [NH2:21][C:19]1[N:18]([C:11]([O:13][C:14]([CH3:17])([CH3:16])[CH3:15])=[O:12])[CH:2]=[C:3]([CH2:4][CH2:5][CH2:6][CH2:7][CH2:8][CH3:9])[N:20]=1. The yield is 0.570. (2) The reactants are [F:1][C:2]([F:19])([F:18])[CH:3]([C:5]1[CH:10]=[CH:9][C:8]([C:11]2[CH:16]=[CH:15][CH:14]=[C:13]([F:17])[CH:12]=2)=[CH:7][CH:6]=1)[OH:4].[H-].[Na+].[NH2:22][C:23]1[N:28]=[C:27](Cl)[CH:26]=[C:25]([Cl:30])[N:24]=1.C(O)(C(F)(F)F)=O. The catalyst is C1COCC1. The product is [Cl:30][C:25]1[CH:26]=[C:27]([O:4][CH:3]([C:5]2[CH:10]=[CH:9][C:8]([C:11]3[CH:16]=[CH:15][CH:14]=[C:13]([F:17])[CH:12]=3)=[CH:7][CH:6]=2)[C:2]([F:1])([F:18])[F:19])[N:28]=[C:23]([NH2:22])[N:24]=1. The yield is 0.730.